From a dataset of Full USPTO retrosynthesis dataset with 1.9M reactions from patents (1976-2016). Predict the reactants needed to synthesize the given product. (1) Given the product [C:12]([O:15][C:16](=[O:17])[NH:8][C:6]1[CH:7]=[C:2]([CH3:1])[C:3]([NH2:10])=[CH:4][C:5]=1[CH3:9])([CH3:14])([CH3:13])[CH3:11], predict the reactants needed to synthesize it. The reactants are: [CH3:1][C:2]1[CH:7]=[C:6]([NH2:8])[C:5]([CH3:9])=[CH:4][C:3]=1[NH2:10].[CH3:11][C:12]([O:15][C:16](O[C:16]([O:15][C:12]([CH3:14])([CH3:13])[CH3:11])=[O:17])=[O:17])([CH3:14])[CH3:13]. (2) Given the product [F:1][C:2]1[CH:3]=[C:4]([C:8]2[O:9][C:10]3[C:15]([C:16](=[O:18])[CH:17]=2)=[C:14]([OH:19])[CH:13]=[C:12]([OH:21])[C:11]=3[C@@H:23]2[CH2:27][CH2:26][N:25]([CH3:28])[C@H:24]2[CH2:29][OH:30])[CH:5]=[CH:6][CH:7]=1, predict the reactants needed to synthesize it. The reactants are: [F:1][C:2]1[CH:3]=[C:4]([C:8]2[O:9][C:10]3[C:15]([C:16](=[O:18])[CH:17]=2)=[C:14]([O:19]C)[CH:13]=[C:12]([O:21]C)[C:11]=3[C@@H:23]2[CH2:27][CH2:26][N:25]([CH3:28])[C@H:24]2[CH2:29][OH:30])[CH:5]=[CH:6][CH:7]=1.Cl.N1C=CC=CC=1.